From a dataset of Reaction yield outcomes from USPTO patents with 853,638 reactions. Predict the reaction yield, written as a fraction of the theoretical maximum amount of product (1.0 means a 100% yield; for example, 0.34 means a 34% yield). (1) The reactants are Cl[C:2]1[N:7]=[C:6]([NH2:8])[C:5]([N+:9]([O-:11])=[O:10])=[CH:4][CH:3]=1.[C:12]1(OB(O)O)[CH:17]=[CH:16][CH:15]=[CH:14][CH:13]=1.C(=O)([O-])[O-].[Na+].[Na+].C1(C)C=CC=CC=1. The catalyst is C1C=CC([P]([Pd]([P](C2C=CC=CC=2)(C2C=CC=CC=2)C2C=CC=CC=2)([P](C2C=CC=CC=2)(C2C=CC=CC=2)C2C=CC=CC=2)[P](C2C=CC=CC=2)(C2C=CC=CC=2)C2C=CC=CC=2)(C2C=CC=CC=2)C2C=CC=CC=2)=CC=1.O.C(OCC)(=O)C.O1CCCC1.O1CCCC1. The product is [N+:9]([C:5]1[C:6]([NH2:8])=[N:7][C:2]([C:12]2[CH:17]=[CH:16][CH:15]=[CH:14][CH:13]=2)=[CH:3][CH:4]=1)([O-:11])=[O:10]. The yield is 0.530. (2) The catalyst is CN(C)C1C=CN=CC=1.C1COCC1. The product is [F:5][CH2:4][C:3]([C:7]1[O:11][N:10]=[C:9]([NH:12][C:13]([NH:43][C:42]2[CH:44]=[CH:45][CH:46]=[C:40]([S:39][C:27]3[C:26]4[C:31](=[CH:32][C:33]([O:34][CH2:35][CH2:36][O:37][CH3:38])=[C:24]([O:23][CH3:22])[CH:25]=4)[N:30]=[CH:29][N:28]=3)[CH:41]=2)=[O:21])[CH:8]=1)([CH3:6])[CH2:2][F:1]. The yield is 0.230. The reactants are [F:1][CH2:2][C:3]([C:7]1[O:11][N:10]=[C:9]([NH:12][C:13](=[O:21])OC2C=CC=CC=2)[CH:8]=1)([CH3:6])[CH2:4][F:5].[CH3:22][O:23][C:24]1[CH:25]=[C:26]2[C:31](=[CH:32][C:33]=1[O:34][CH2:35][CH2:36][O:37][CH3:38])[N:30]=[CH:29][N:28]=[C:27]2[S:39][C:40]1[CH:41]=[C:42]([CH:44]=[CH:45][CH:46]=1)[NH2:43].